Dataset: Forward reaction prediction with 1.9M reactions from USPTO patents (1976-2016). Task: Predict the product of the given reaction. (1) Given the reactants [CH3:1][S:2](Cl)(=[O:4])=[O:3].[C:6]1([CH3:23])[CH:11]=[CH:10][CH:9]=[CH:8][C:7]=1[C:12]1[C:13]2[CH:22]=[CH:21][CH:20]=[CH:19][C:14]=2[S:15][C:16]=1[CH2:17][OH:18].CCN(C(C)C)C(C)C, predict the reaction product. The product is: [C:6]1([CH3:23])[CH:11]=[CH:10][CH:9]=[CH:8][C:7]=1[C:12]1[C:13]2[CH:22]=[CH:21][CH:20]=[CH:19][C:14]=2[S:15][C:16]=1[CH2:17][O:18][S:2]([CH3:1])(=[O:4])=[O:3]. (2) The product is: [OH:28][CH2:27][CH2:26][C:21]1[CH2:20][CH2:19][C:18]2[CH:17]=[C:16]([NH:15][C:12](=[O:14])[CH3:13])[CH:25]=[CH:24][C:23]=2[CH:22]=1. Given the reactants [H-].[Al+3].[Li+].[H-].[H-].[H-].O1CCCC1.[C:12]([NH:15][C:16]1[CH:17]=[C:18]2[C:23](=[CH:24][CH:25]=1)[CH:22]=[C:21]([CH2:26][C:27](OC)=[O:28])[CH2:20][CH2:19]2)(=[O:14])[CH3:13], predict the reaction product. (3) Given the reactants Cl.[NH2:2][C:3](N)([CH3:7])[C:4]([OH:6])=[O:5].[C:9]([C:14]1[CH:19]=[CH:18][C:17]([C@H:20]2[CH2:25][CH2:24][C@H:23]([C:26]([O:28][CH3:29])=[O:27])[CH2:22][CH2:21]2)=[CH:16][CH:15]=1)(=O)[C:10]([CH3:12])=O.C([N:32](CC)CC)C, predict the reaction product. The product is: [CH3:29][O:28][C:26]([C@H:23]1[CH2:24][CH2:25][C@H:20]([C:17]2[CH:18]=[CH:19][C:14]([C:9]3[N:2]=[C:3]([C:4]([OH:6])=[O:5])[CH:7]=[N:32][C:10]=3[CH3:12])=[CH:15][CH:16]=2)[CH2:21][CH2:22]1)=[O:27]. (4) The product is: [ClH:19].[CH2:1]([CH:6]1[CH2:11][CH2:10][CH2:9][NH:8][CH2:7]1)[CH2:2][CH2:3][CH2:4][CH3:5]. Given the reactants [CH2:1]([CH:6]1[CH2:11][CH2:10][CH2:9][N:8](C(OC(C)(C)C)=O)[CH2:7]1)[CH2:2][CH2:3][CH2:4][CH3:5].[ClH:19], predict the reaction product.